From a dataset of Antibody developability classification from SAbDab with 2,409 antibodies. Regression/Classification. Given an antibody's heavy chain and light chain sequences, predict its developability. TAP uses regression for 5 developability metrics; SAbDab uses binary classification. Result: 0 (not developable). The antibody is ['QVQLKQSGPGLVQPSQSLSITCTVSGFSLTNYGVHWVRQSPGKGLEWLGVIWSGGNTDYNTPFTSRLSINKDNSKSQVFFKMNSLQSNDTAIYYCARALTYYDYEFAYWGQGTLVTVSA', 'PROT_D746F282'].